This data is from Full USPTO retrosynthesis dataset with 1.9M reactions from patents (1976-2016). The task is: Predict the reactants needed to synthesize the given product. (1) Given the product [NH:11]1[C:15]2[CH:16]=[CH:17][CH:18]=[CH:19][C:14]=2[N:13]=[C:12]1[C@H:8]([NH:9][C:10]([NH:32][C@H:30]([C:27]1[CH:28]=[CH:29][C:24]([F:23])=[CH:25][CH:26]=1)[CH3:31])=[O:20])[CH2:7][C:6]1[CH:21]=[CH:22][C:3]([O:2][CH3:1])=[CH:4][CH:5]=1, predict the reactants needed to synthesize it. The reactants are: [CH3:1][O:2][C:3]1[CH:22]=[CH:21][C:6]([CH2:7][C@@H:8]2[C:12]3=[N:13][C:14]4[CH:19]=[CH:18][CH:17]=[CH:16][C:15]=4[N:11]3[C:10](=[O:20])[NH:9]2)=[CH:5][CH:4]=1.[F:23][C:24]1[CH:29]=[CH:28][C:27]([C@@H:30]([NH2:32])[CH3:31])=[CH:26][CH:25]=1.C(O)(C(F)(F)F)=O. (2) Given the product [C:14]([O:13][C:12]([NH:11][C@H:3]([CH2:4][C:5]1[CH:10]=[CH:9][CH:8]=[CH:7][CH:6]=1)[CH2:2][NH:1][CH2:28][C@H:27]([NH:26][C:24]([O:23][C:19]([CH3:20])([CH3:22])[CH3:21])=[O:25])[CH2:29][C:30]1[CH:35]=[CH:34][CH:33]=[CH:32][CH:31]=1)=[O:18])([CH3:15])([CH3:17])[CH3:16], predict the reactants needed to synthesize it. The reactants are: [NH2:1][CH2:2][C@H:3]([NH:11][C:12](=[O:18])[O:13][C:14]([CH3:17])([CH3:16])[CH3:15])[CH2:4][C:5]1[CH:10]=[CH:9][CH:8]=[CH:7][CH:6]=1.[C:19]([O:23][C:24]([N:26]1[CH2:28][C@H:27]1[CH2:29][C:30]1[CH:35]=[CH:34][CH:33]=[CH:32][CH:31]=1)=[O:25])([CH3:22])([CH3:21])[CH3:20]. (3) Given the product [O:11]([CH:8]1[CH2:9][CH2:10][C:5]2([O:4][CH2:3][CH2:2][O:1]2)[CH2:6][CH2:7]1)[C:12]1[CH:17]=[CH:16][CH:15]=[CH:14][CH:13]=1, predict the reactants needed to synthesize it. The reactants are: [O:1]1[C:5]2([CH2:10][CH2:9][CH:8]([OH:11])[CH2:7][CH2:6]2)[O:4][CH2:3][CH2:2]1.[C:12]1(O)[CH:17]=[CH:16][CH:15]=[CH:14][CH:13]=1.C1(P(C2C=CC=CC=2)C2C=CC=CC=2)C=CC=CC=1.N(C(OC(C)C)=O)=NC(OC(C)C)=O. (4) Given the product [C:15]([C:2]1([OH:1])[CH2:3][CH2:4][N:5]([C:8]([O:10][C:11]([CH3:14])([CH3:13])[CH3:12])=[O:9])[CH2:6][CH2:7]1)#[N:16], predict the reactants needed to synthesize it. The reactants are: [O:1]=[C:2]1[CH2:7][CH2:6][N:5]([C:8]([O:10][C:11]([CH3:14])([CH3:13])[CH3:12])=[O:9])[CH2:4][CH2:3]1.[C-:15]#[N:16].[Na+].C([O-])(O)=O.[Na+]. (5) Given the product [Br:1][C:2]1[CH:3]=[C:4]([CH:7]=[CH:8][C:9]=1[O:10][CH:12]1[CH2:17][CH2:16][CH2:15][CH2:14][CH2:13]1)[CH:5]=[O:6], predict the reactants needed to synthesize it. The reactants are: [Br:1][C:2]1[CH:3]=[C:4]([CH:7]=[CH:8][C:9]=1[OH:10])[CH:5]=[O:6].Br[CH:12]1[CH2:17][CH2:16][CH2:15][CH2:14][CH2:13]1.C([O-])([O-])=O.[K+].[K+]. (6) Given the product [F:26][C:27]1[CH:28]=[CH:29][C:30]([C:33]2[CH:38]=[CH:37][C:36]([CH2:39][C:40]([C:12]3[N:11]([S:8]([N:7]([CH3:6])[CH3:25])(=[O:10])=[O:9])[CH:15]=[C:14]([CH2:16][C:17]([CH3:24])([C:20]([F:23])([F:22])[F:21])[CH:18]=[CH2:19])[N:13]=3)=[O:41])=[CH:35][CH:34]=2)=[N:31][CH:32]=1, predict the reactants needed to synthesize it. The reactants are: C([Li])CCC.[CH3:6][N:7]([CH3:25])[S:8]([N:11]1[CH:15]=[C:14]([CH2:16][C:17]([CH3:24])([C:20]([F:23])([F:22])[F:21])[CH:18]=[CH2:19])[N:13]=[CH:12]1)(=[O:10])=[O:9].[F:26][C:27]1[CH:28]=[CH:29][C:30]([C:33]2[CH:38]=[CH:37][C:36]([CH2:39][C:40](OC)=[O:41])=[CH:35][CH:34]=2)=[N:31][CH:32]=1. (7) Given the product [Cl:1][C:2]1[CH:11]=[C:10]([Cl:12])[CH:9]=[C:8]2[C:3]=1[CH:4]=[CH:5][CH:6]=[C:7]2[C:13](=[O:15])[CH2:16][CH3:17], predict the reactants needed to synthesize it. The reactants are: [Cl:1][C:2]1[CH:11]=[C:10]([Cl:12])[CH:9]=[C:8]2[C:3]=1[CH:4]=[CH:5][CH:6]=[C:7]2[C:13]([OH:15])=O.[C:16](Cl)(=O)[C:17](Cl)=O.C([Mg]Br)C.[Cl-].[NH4+]. (8) Given the product [OH:7][C@H:6]1[C@@H:2]([OH:1])[C@H:3]([C:10]2[C:14]3[N:15]=[CH:16][NH:17][C:18](=[O:19])[C:13]=3[NH:12][CH:11]=2)[N:4]([C:32]([O:31][C:28]([CH3:30])([CH3:29])[CH3:27])=[O:33])[C@@H:5]1[CH2:8][OH:9], predict the reactants needed to synthesize it. The reactants are: [OH:1][C@@H:2]1[C@H:6]([OH:7])[C@@H:5]([CH2:8][OH:9])[NH:4][C@H:3]1[C:10]1[C:14]2[N:15]=[CH:16][NH:17][C:18](=[O:19])[C:13]=2[NH:12][CH:11]=1.C(N(CC)CC)C.[CH3:27][C:28]([O:31][C:32](O[C:32]([O:31][C:28]([CH3:30])([CH3:29])[CH3:27])=[O:33])=[O:33])([CH3:30])[CH3:29]. (9) Given the product [CH3:19][C@@H:14]1[N:13]([C:4]2[C:5]3[S:10][C:9]([CH2:11][N:41]4[CH2:42][CH2:43][N:38]([S:35]([CH3:34])(=[O:37])=[O:36])[CH2:39][CH2:40]4)=[CH:8][C:6]=3[N:7]=[C:2]([C:55]3[CH:54]=[N:53][C:52]([NH2:51])=[N:57][CH:56]=3)[N:3]=2)[CH2:18][CH2:17][O:16][CH2:15]1, predict the reactants needed to synthesize it. The reactants are: Cl[C:2]1[N:3]=[C:4]([N:13]2[CH2:18][CH2:17][O:16][CH2:15][C@@H:14]2[CH3:19])[C:5]2[S:10][C:9]([CH:11]=O)=[CH:8][C:6]=2[N:7]=1.[BH-](OC(C)=O)(OC(C)=O)OC(C)=O.[Na+].[CH3:34][S:35]([N:38]1[CH2:43][CH2:42][NH:41][CH2:40][CH2:39]1)(=[O:37])=[O:36].COC(OC)OC.[NH2:51][C:52]1[N:57]=[CH:56][C:55](B2OC(C)(C)C(C)(C)O2)=[CH:54][N:53]=1.CC([O-])=O.[K+].